Dataset: Catalyst prediction with 721,799 reactions and 888 catalyst types from USPTO. Task: Predict which catalyst facilitates the given reaction. The catalyst class is: 9. Reactant: [CH2:1]([O:8][CH2:9][CH2:10][CH:11]([NH:15][C:16](=[O:25])[C:17]1[CH:22]=[CH:21][C:20]([Br:23])=[CH:19][C:18]=1[F:24])[C:12](=O)[CH3:13])[C:2]1[CH:7]=[CH:6][CH:5]=[CH:4][CH:3]=1.P(Cl)(Cl)(Cl)=O. Product: [CH2:1]([O:8][CH2:9][CH2:10][C:11]1[N:15]=[C:16]([C:17]2[CH:22]=[CH:21][C:20]([Br:23])=[CH:19][C:18]=2[F:24])[O:25][C:12]=1[CH3:13])[C:2]1[CH:3]=[CH:4][CH:5]=[CH:6][CH:7]=1.